This data is from Reaction yield outcomes from USPTO patents with 853,638 reactions. The task is: Predict the reaction yield, written as a fraction of the theoretical maximum amount of product (1.0 means a 100% yield; for example, 0.34 means a 34% yield). (1) The reactants are [CH3:1][C:2]1[N:3]([CH2:11][C:12]2[N:13]=[C:14]([C:17]3[CH:22]=[CH:21][CH:20]=[CH:19][CH:18]=3)[S:15][CH:16]=2)[C:4]([CH3:10])=[CH:5][C:6]=1[C:7](O)=[O:8].Cl.[NH2:24][CH2:25][C:26]1[CH:27]=[C:28]2[C:32](=[N:33][CH:34]=1)[NH:31][CH:30]=[CH:29]2.C1C=CC2N(O)N=NC=2C=1.C(N(CC)CC)C.CCN=C=NCCCN(C)C.Cl. The catalyst is C(Cl)Cl.CN(C=O)C.C(Cl)(Cl)Cl. The product is [NH:31]1[C:32]2=[N:33][CH:34]=[C:26]([CH2:25][NH:24][C:7]([C:6]3[CH:5]=[C:4]([CH3:10])[N:3]([CH2:11][C:12]4[N:13]=[C:14]([C:17]5[CH:18]=[CH:19][CH:20]=[CH:21][CH:22]=5)[S:15][CH:16]=4)[C:2]=3[CH3:1])=[O:8])[CH:27]=[C:28]2[CH:29]=[CH:30]1. The yield is 0.370. (2) The reactants are CO[C:3]([C:5]1[CH:13]=[C:12]2[C:8]([CH:9]=[C:10]([C:21]3[C:22]4[S:35][CH:34]=[CH:33][C:23]=4[N:24](C(OC(C)(C)C)=O)[N:25]=3)[N:11]2C(OC(C)(C)C)=O)=[CH:7][CH:6]=1)=[O:4].[CH2:36]([Mg]Br)[CH3:37].O1CC[CH2:42][CH2:41]1. No catalyst specified. The product is [NH:24]1[C:23]2[CH:33]=[CH:34][S:35][C:22]=2[C:21]([C:10]2[NH:11][C:12]3[C:8]([CH:9]=2)=[CH:7][CH:6]=[C:5]([C:3]([OH:4])([CH2:36][CH3:37])[CH2:41][CH3:42])[CH:13]=3)=[N:25]1. The yield is 0.920. (3) The reactants are [Cl:1][C:2]1[CH:8]=[CH:7][C:5]([NH2:6])=[C:4]([F:9])[CH:3]=1.[Li]CCCC.Cl[Si](C)(C)CC[Si](Cl)(C)C.Cl[C:26]([O:28][CH2:29][C:30]1[CH:35]=[CH:34][CH:33]=[CH:32][CH:31]=1)=[O:27]. The catalyst is C1COCC1. The product is [NH2:6][C:5]1[C:4]([F:9])=[C:3]([C:2]([Cl:1])=[CH:8][CH:7]=1)[C:26]([O:28][CH2:29][C:30]1[CH:35]=[CH:34][CH:33]=[CH:32][CH:31]=1)=[O:27]. The yield is 0.450. (4) The reactants are [C:1]([C:4]1[CH:15]=[CH:14][C:13]([Br:16])=[CH:12][C:5]=1[O:6][CH2:7]C(OC)=O)(=O)[CH3:2].C(OOC(=O)C1C=CC=CC=1)(=O)C1C=CC=CC=1.[Br:35]N1C(=O)CCC1=O. The catalyst is ClC1C=CC=CC=1. The product is [Br:16][C:13]1[CH:14]=[CH:15][C:4]2[C:1]([CH2:2][Br:35])=[CH:7][O:6][C:5]=2[CH:12]=1. The yield is 0.320. (5) The reactants are [CH2:1]([O:8][N:9]1[C:15](=[O:16])[N:14]2[CH2:17][C@@H:10]1[CH2:11][CH2:12][C@@H:13]2[C:18]([OH:20])=O)[C:2]1[CH:7]=[CH:6][CH:5]=[CH:4][CH:3]=1.C([N:23](CC)CC)C.ClC(OCC(C)C)=O.N. The catalyst is ClCCl.CCCCCC.C(OCC)(=O)C.O. The product is [CH2:1]([O:8][N:9]1[C:15](=[O:16])[N:14]2[CH2:17][C@@H:10]1[CH2:11][CH2:12][C@@H:13]2[C:18]([NH2:23])=[O:20])[C:2]1[CH:3]=[CH:4][CH:5]=[CH:6][CH:7]=1. The yield is 0.870. (6) The reactants are [Cl:1][C:2]1[CH:9]=[C:8]([OH:10])[CH:7]=[C:6]([Cl:11])[C:3]=1[CH:4]=[O:5].N1C=CC=CC=1.Cl[C:19]([O:21][CH:22]([CH3:24])[CH3:23])=[O:20]. The catalyst is C1(C)C=CC=CC=1.C(Cl)Cl.O. The product is [C:19](=[O:20])([O:21][CH:22]([CH3:24])[CH3:23])[O:10][C:8]1[CH:9]=[C:2]([Cl:1])[C:3]([CH:4]=[O:5])=[C:6]([Cl:11])[CH:7]=1. The yield is 0.810. (7) The reactants are COP([CH:7]1[C:15]2[C:10](=[CH:11][CH:12]=[CH:13][CH:14]=2)[C:9](=[O:16])[O:8]1)(=O)OC.C(N(CC)CC)C.[F:24][C:25]1[CH:32]=[CH:31][C:30]([CH:33]=O)=[CH:29][C:26]=1[C:27]#[N:28]. The catalyst is O1CCCC1. The product is [F:24][C:25]1[CH:32]=[CH:31][C:30]([CH:33]=[C:7]2[C:15]3[C:10](=[CH:11][CH:12]=[CH:13][CH:14]=3)[C:9](=[O:16])[O:8]2)=[CH:29][C:26]=1[C:27]#[N:28]. The yield is 0.960.